This data is from Peptide-MHC class II binding affinity with 134,281 pairs from IEDB. The task is: Regression. Given a peptide amino acid sequence and an MHC pseudo amino acid sequence, predict their binding affinity value. This is MHC class II binding data. (1) The peptide sequence is KAGFVILKTFTPGAE. The MHC is DRB1_1501 with pseudo-sequence DRB1_1501. The binding affinity (normalized) is 0.729. (2) The peptide sequence is GATVAVDCRPFNGGE. The MHC is DRB1_0405 with pseudo-sequence DRB1_0405. The binding affinity (normalized) is 0.106. (3) The peptide sequence is LDAAYSVAYKAAVGA. The MHC is HLA-DQA10104-DQB10503 with pseudo-sequence HLA-DQA10104-DQB10503. The binding affinity (normalized) is 0.325. (4) The peptide sequence is GELYIVDKIDAAFKI. The MHC is DRB1_1201 with pseudo-sequence DRB1_1201. The binding affinity (normalized) is 0.572. (5) The peptide sequence is TGSRWCCWPVVPVAL. The MHC is DRB1_0701 with pseudo-sequence DRB1_0701. The binding affinity (normalized) is 0.372. (6) The peptide sequence is YWKFLANVSTVLTGK. The MHC is DRB1_1101 with pseudo-sequence DRB1_1101. The binding affinity (normalized) is 0.731. (7) The MHC is DRB1_1101 with pseudo-sequence DRB1_1101. The binding affinity (normalized) is 0.150. The peptide sequence is DTAGWDTRITEADLD.